From a dataset of NCI-60 drug combinations with 297,098 pairs across 59 cell lines. Regression. Given two drug SMILES strings and cell line genomic features, predict the synergy score measuring deviation from expected non-interaction effect. (1) Drug 1: C1CCC(C1)C(CC#N)N2C=C(C=N2)C3=C4C=CNC4=NC=N3. Drug 2: C1=CC(=CC=C1C#N)C(C2=CC=C(C=C2)C#N)N3C=NC=N3. Cell line: SF-539. Synergy scores: CSS=9.80, Synergy_ZIP=-2.25, Synergy_Bliss=1.69, Synergy_Loewe=2.97, Synergy_HSA=3.12. (2) Drug 1: CN(C)N=NC1=C(NC=N1)C(=O)N. Drug 2: CN(C)C1=NC(=NC(=N1)N(C)C)N(C)C. Cell line: ACHN. Synergy scores: CSS=5.50, Synergy_ZIP=-0.201, Synergy_Bliss=5.47, Synergy_Loewe=-8.23, Synergy_HSA=1.75. (3) Drug 1: CN1CCC(CC1)COC2=C(C=C3C(=C2)N=CN=C3NC4=C(C=C(C=C4)Br)F)OC. Drug 2: C1CC(=O)NC(=O)C1N2CC3=C(C2=O)C=CC=C3N. Cell line: EKVX. Synergy scores: CSS=16.7, Synergy_ZIP=-7.34, Synergy_Bliss=-7.36, Synergy_Loewe=-28.1, Synergy_HSA=-3.92.